Dataset: Full USPTO retrosynthesis dataset with 1.9M reactions from patents (1976-2016). Task: Predict the reactants needed to synthesize the given product. Given the product [C:31]([O:23][C@:7]1([C:24]2[CH:29]=[CH:28][CH:27]=[CH:26][CH:25]=2)[C@:8]2([CH3:22])[C@H:4]([C@H:3]([CH2:2][NH2:1])[C@@H:11]([C@@:12]3([CH3:21])[CH2:17][CH2:16][C@H:15]([OH:18])[CH2:14][C@@H:13]3[CH2:19][OH:20])[CH2:10][CH2:9]2)[CH2:5][CH2:6]1)(=[O:32])[CH3:30], predict the reactants needed to synthesize it. The reactants are: [NH2:1][CH2:2][C@@H:3]1[C@@H:11]([C@@:12]2([CH3:21])[CH2:17][CH2:16][C@H:15]([OH:18])[CH2:14][C@@H:13]2[CH2:19][OH:20])[CH2:10][CH2:9][C@@:8]2([CH3:22])[C@H:4]1[CH2:5][CH2:6][C@:7]2([C:24]1[CH:29]=[CH:28][CH:27]=[CH:26][CH:25]=1)[OH:23].[CH3:30][C:31](O)=[O:32].